Dataset: Reaction yield outcomes from USPTO patents with 853,638 reactions. Task: Predict the reaction yield, written as a fraction of the theoretical maximum amount of product (1.0 means a 100% yield; for example, 0.34 means a 34% yield). (1) The reactants are [Cl:1][C:2]1[CH:7]=[CH:6][C:5]([N:8]2[C:12]([NH:13][C:14](=[O:22])OC3C=CC=CC=3)=[CH:11][C:10]([CH3:23])=[N:9]2)=[CH:4][CH:3]=1.[NH2:24][C:25]1[CH:41]=[CH:40][C:28]([O:29][C:30]2[CH:35]=[CH:34][N:33]=[C:32]3[NH:36][C:37](=[O:39])[NH:38][C:31]=23)=[CH:27][CH:26]=1. No catalyst specified. The product is [Cl:1][C:2]1[CH:3]=[CH:4][C:5]([N:8]2[C:12]([NH:13][C:14]([NH:24][C:25]3[CH:26]=[CH:27][C:28]([O:29][C:30]4[CH:35]=[CH:34][N:33]=[C:32]5[NH:36][C:37](=[O:39])[NH:38][C:31]=45)=[CH:40][CH:41]=3)=[O:22])=[CH:11][C:10]([CH3:23])=[N:9]2)=[CH:6][CH:7]=1. The yield is 0.790. (2) The reactants are Br[C:2]1[CH:3]=[C:4]([CH:12]=[CH:13][C:14]=1[F:15])[CH2:5][N:6]1[CH2:11][CH2:10][O:9][CH2:8][CH2:7]1.C([Li])CCC.CON(C)[C:24](=[O:26])[CH3:25]. The catalyst is C1COCC1.CCCCCC. The product is [F:15][C:14]1[CH:13]=[CH:12][C:4]([CH2:5][N:6]2[CH2:11][CH2:10][O:9][CH2:8][CH2:7]2)=[CH:3][C:2]=1[C:24](=[O:26])[CH3:25]. The yield is 0.640. (3) The reactants are [N:1]1[C:10]2[C:5](=[CH:6][C:7]([C:11]([NH2:13])=O)=[CH:8][CH:9]=2)[CH:4]=[CH:3][CH:2]=1.C(N(CC)CC)C.FC(F)(F)C(OC(=O)C(F)(F)F)=O.C(=O)(O)[O-].[Na+]. The catalyst is C(Cl)(Cl)Cl. The product is [N:1]1[C:10]2[C:5](=[CH:6][C:7]([C:11]#[N:13])=[CH:8][CH:9]=2)[CH:4]=[CH:3][CH:2]=1. The yield is 0.590. (4) The reactants are [O:1]=[C:2]1[CH:7]([N:8]2[C:16](=[O:17])[C:15]3[C:10](=[CH:11][CH:12]=[CH:13][C:14]=3[OH:18])[C:9]2=[O:19])[CH2:6][CH2:5][C:4](=[O:20])[NH:3]1.C(=O)([O-])[O-].[K+].[K+].Br[CH2:28][C:29]([O:31][C:32]([CH3:35])([CH3:34])[CH3:33])=[O:30]. The catalyst is CN(C=O)C.CCOC(C)=O. The product is [O:1]=[C:2]1[CH:7]([N:8]2[C:16](=[O:17])[C:15]3[C:10](=[CH:11][CH:12]=[CH:13][C:14]=3[O:18][CH2:28][C:29]([O:31][C:32]([CH3:35])([CH3:34])[CH3:33])=[O:30])[C:9]2=[O:19])[CH2:6][CH2:5][C:4](=[O:20])[NH:3]1. The yield is 0.840. (5) The reactants are C[O:2][C:3]1[CH:8]=[CH:7][C:6]([C:9]2([C:12]([O:14][CH3:15])=[O:13])[CH2:11][CH2:10]2)=[CH:5][CH:4]=1.CCS.[Al+3].[Cl-].[Cl-].[Cl-]. The catalyst is C(Cl)Cl. The product is [CH3:15][O:14][C:12]([C:9]1([C:6]2[CH:5]=[CH:4][C:3]([OH:2])=[CH:8][CH:7]=2)[CH2:10][CH2:11]1)=[O:13]. The yield is 0.950. (6) The reactants are [CH2:1]([C:3]1[CH:7]=[C:6]([NH2:8])[N:5]([C:9]2[CH:14]=[CH:13][CH:12]=[CH:11][CH:10]=2)[N:4]=1)[CH3:2].C(=O)([O-])[O-].[K+].[K+].Cl[C:22]([O:24][C:25]1[CH:30]=[CH:29][CH:28]=[CH:27][CH:26]=1)=[O:23]. The catalyst is C1COCC1. The product is [CH2:1]([C:3]1[CH:7]=[C:6]([NH:8][C:22](=[O:23])[O:24][C:25]2[CH:30]=[CH:29][CH:28]=[CH:27][CH:26]=2)[N:5]([C:9]2[CH:14]=[CH:13][CH:12]=[CH:11][CH:10]=2)[N:4]=1)[CH3:2]. The yield is 0.610. (7) The reactants are [NH2:1][C:2]1[CH:3]=[C:4]([CH:21]=[CH:22][C:23]=1[CH3:24])[O:5][C:6]1[CH:7]=[CH:8][C:9]2[N:10]([CH:12]=[C:13]([NH:15][C:16]([CH:18]3[CH2:20][CH2:19]3)=[O:17])[N:14]=2)[N:11]=1.[CH2:25]([N:27]=[C:28]=[O:29])[CH3:26]. The catalyst is N1C=CC=CC=1. The product is [CH2:25]([NH:27][C:28]([NH:1][C:2]1[CH:3]=[C:4]([CH:21]=[CH:22][C:23]=1[CH3:24])[O:5][C:6]1[CH:7]=[CH:8][C:9]2[N:10]([CH:12]=[C:13]([NH:15][C:16]([CH:18]3[CH2:20][CH2:19]3)=[O:17])[N:14]=2)[N:11]=1)=[O:29])[CH3:26]. The yield is 0.580. (8) The reactants are C1(P(C2C=CC=CC=2)C2C=CC=CC=2)C=CC=CC=1.[CH3:20][N:21]1[C:25]([CH3:26])=[C:24]([C:27]([OH:29])=O)[C:23]([CH3:30])=[N:22]1.ClN1C(=O)CCC1=O.[CH:39]1([CH2:42][N:43]2[C:51]3[N:50]=[C:49]([CH2:52][C:53]4[CH:58]=[CH:57][C:56]([NH:59][CH2:60][CH3:61])=[CH:55][CH:54]=4)[NH:48][C:47]=3[C:46](=[O:62])[N:45]([CH2:63][C:64]3[CH:69]=[CH:68][CH:67]=[CH:66][C:65]=3[F:70])[C:44]2=[O:71])[CH2:41][CH2:40]1.C(N(CC)CC)C. The catalyst is ClCCl.CN(C)C1C=CN=CC=1. The product is [CH:39]1([CH2:42][N:43]2[C:51]3[N:50]=[C:49]([CH2:52][C:53]4[CH:54]=[CH:55][C:56]([N:59]([CH2:60][CH3:61])[C:27]([C:24]5[C:23]([CH3:30])=[N:22][N:21]([CH3:20])[C:25]=5[CH3:26])=[O:29])=[CH:57][CH:58]=4)[NH:48][C:47]=3[C:46](=[O:62])[N:45]([CH2:63][C:64]3[CH:69]=[CH:68][CH:67]=[CH:66][C:65]=3[F:70])[C:44]2=[O:71])[CH2:41][CH2:40]1. The yield is 0.690. (9) The reactants are [Cl:1][C@@:2]1([F:31])[C@H:6]([O:7][Si](C(C)C)(C(C)C)C(C)C)[C@@H:5]([CH2:18][O:19][Si](C(C)C)(C(C)C)C(C)C)[O:4][C:3]1=[O:30].Cl. The catalyst is CO. The product is [Cl:1][C@@:2]1([F:31])[C@H:6]([OH:7])[C@@H:5]([CH2:18][OH:19])[O:4][C:3]1=[O:30]. The yield is 0.980.